Task: Predict which catalyst facilitates the given reaction.. Dataset: Catalyst prediction with 721,799 reactions and 888 catalyst types from USPTO (1) Reactant: [CH:1]([N:4]1[C:8]([C:9]2[S:10][C:11]3[CH2:12][CH2:13][O:14][C:15]4[CH:22]=[C:21]([C:23]5[CH:24]=[N:25][N:26]([CH2:28][CH2:29][O:30][P:31](=[O:48])([O:40]CC6C=CC=CC=6)[O:32]CC6C=CC=CC=6)[CH:27]=5)[CH:20]=[CH:19][C:16]=4[C:17]=3[N:18]=2)=[N:7][CH:6]=[N:5]1)([CH3:3])[CH3:2]. Product: [CH:1]([N:4]1[C:8]([C:9]2[S:10][C:11]3[CH2:12][CH2:13][O:14][C:15]4[CH:22]=[C:21]([C:23]5[CH:24]=[N:25][N:26]([CH2:28][CH2:29][O:30][P:31](=[O:32])([OH:40])[OH:48])[CH:27]=5)[CH:20]=[CH:19][C:16]=4[C:17]=3[N:18]=2)=[N:7][CH:6]=[N:5]1)([CH3:3])[CH3:2]. The catalyst class is: 191. (2) Reactant: [O-]CC.[Na+].[Na].[C:6]([O:14][CH2:15]C)(=[O:13])[CH2:7][C:8]([O:10][CH2:11]C)=[O:9].Br[CH2:18][C:19]([C:21]1[CH:26]=[CH:25][CH:24]=[CH:23][CH:22]=1)=[CH2:20].BrC=C(C)C1C=CC=CC=1. Product: [CH3:11][O:10][C:8](=[O:9])[CH:7]([CH2:20][C:19]([C:21]1[CH:26]=[CH:25][CH:24]=[CH:23][CH:22]=1)=[CH2:18])[C:6]([O:14][CH3:15])=[O:13]. The catalyst class is: 8. (3) Reactant: [CH2:1]([O:3][C:4]([C:6]1[S:7][CH:8]=[C:9]([C:11]2[C:19]3[C:14](=[N:15][CH:16]=[C:17]([CH:20]=[C:21]([CH3:23])[CH3:22])[CH:18]=3)[N:13]([S:24]([C:27]3[CH:32]=[CH:31][CH:30]=[CH:29][CH:28]=3)(=[O:26])=[O:25])[CH:12]=2)[N:10]=1)=[O:5])[CH3:2].C(Cl)Cl. Product: [CH2:1]([O:3][C:4]([C:6]1[S:7][CH:8]=[C:9]([C:11]2[C:19]3[C:14](=[N:15][CH:16]=[C:17]([CH2:20][CH:21]([CH3:23])[CH3:22])[CH:18]=3)[N:13]([S:24]([C:27]3[CH:28]=[CH:29][CH:30]=[CH:31][CH:32]=3)(=[O:26])=[O:25])[CH:12]=2)[N:10]=1)=[O:5])[CH3:2]. The catalyst class is: 105. (4) Reactant: O=C[C@@H:3]([C@H:5]([C@@H:7]([C@@H:9]([CH2:11][OH:12])[OH:10])[OH:8])O)O.C1C=[N+]([C@@H]2[O:23][C@H:22](COP(OP(OC[C@H]3O[C@@H](N4C5N=CN=C(N)C=5N=C4)[C@H](OP(O)(O)=O)[C@@H]3O)(O)=O)(O)=O)[C@@H](O)[C@H]2O)C=C(C(N)=O)C=1.[Cl-].[K+].[C:63](#N)C. Product: [CH3:22][O:23][C:7]1([O:8][CH3:63])[CH2:5][CH2:3][O:12][CH2:11][C@@H:9]1[OH:10]. The catalyst class is: 11. (5) Reactant: [CH3:1][O:2][C:3](=[O:29])[CH2:4][CH:5]1[N:10]([C:11]2[C:20]3[C:15](=[CH:16][CH:17]=[CH:18][CH:19]=3)[N:14]=[C:13]([CH3:21])[CH:12]=2)[CH2:9][CH2:8][N:7](C(OC(C)(C)C)=O)[CH2:6]1.Cl. Product: [CH3:21][C:13]1[CH:12]=[C:11]([N:10]2[CH2:9][CH2:8][NH:7][CH2:6][CH:5]2[CH2:4][C:3]([O:2][CH3:1])=[O:29])[C:20]2[C:15](=[CH:16][CH:17]=[CH:18][CH:19]=2)[N:14]=1. The catalyst class is: 472. (6) Reactant: C1CCC(N=C=NC2CCCCC2)CC1.N1C=CC=CC=1.Cl.[N:23]1([CH2:29][CH2:30][C:31]([OH:33])=[O:32])[CH2:28][CH2:27][O:26][CH2:25][CH2:24]1.[NH2:34][C:35]1[C:44]2=[CH:45][N:46]([CH:48]3[C:52]([OH:54])([CH3:53])[CH:51](O)[CH:50]([C:56]([CH3:64])([CH3:63])[O:57][SiH2:58][C:59]([CH3:62])([CH3:61])[CH3:60])[O:49]3)[N:47]=[C:42]3[C:43]2=[C:37]([C:38](=[O:65])[NH:39][N:40]=[CH:41]3)[CH:36]=1. Product: [NH2:34][C:35]1[C:44]2=[CH:45][N:46]([CH:48]3[O:49][CH:50]([C:56]([CH3:64])([CH3:63])[O:57][SiH2:58][C:59]([CH3:60])([CH3:62])[CH3:61])[CH:51]([O:32][C:31](=[O:33])[CH2:30][CH2:29][N:23]4[CH2:28][CH2:27][O:26][CH2:25][CH2:24]4)[C:52]3([OH:54])[CH3:53])[N:47]=[C:42]3[C:43]2=[C:37]([C:38](=[O:65])[NH:39][N:40]=[CH:41]3)[CH:36]=1. The catalyst class is: 241.